This data is from Reaction yield outcomes from USPTO patents with 853,638 reactions. The task is: Predict the reaction yield, written as a fraction of the theoretical maximum amount of product (1.0 means a 100% yield; for example, 0.34 means a 34% yield). (1) The reactants are [CH3:1][C:2]1[C:10]2[N:9]=[C:8]([CH2:11][NH:12][C:13]3[CH:17]=[CH:16][NH:15][C:14]=3[C:18]([O:20]CC)=O)[NH:7][C:6]=2[CH:5]=[CH:4][C:3]=1[CH3:23].C([N:32]=[C:33]=[S:34])(=O)C1C=CC=CC=1. The catalyst is C(Cl)Cl. The product is [CH3:1][C:2]1[C:10]2[N:9]=[C:8]([CH2:11][N:12]3[C:13]4[CH:17]=[CH:16][NH:15][C:14]=4[C:18](=[O:20])[NH:32][C:33]3=[S:34])[NH:7][C:6]=2[CH:5]=[CH:4][C:3]=1[CH3:23]. The yield is 0.180. (2) The reactants are [CH3:1][N:2]1[CH:6]=[C:5]([CH3:7])[C:4]([C:8]([O:10]CC)=[O:9])=[N:3]1.[OH-].[Na+]. The catalyst is C(O)C. The product is [CH3:1][N:2]1[CH:6]=[C:5]([CH3:7])[C:4]([C:8]([OH:10])=[O:9])=[N:3]1. The yield is 0.410. (3) The reactants are [F:1][C:2]1[C:3]2[CH:4]=[C:5]3[C:14]4[N:15]=[C:16]([C:19]5[C:20]([N:39]([CH3:44])[S:40]([CH3:43])(=[O:42])=[O:41])=[CH:21][C:22]6[O:26][C:25]([C:27]7[CH:32]=[CH:31][C:30]([F:33])=[CH:29][CH:28]=7)=[C:24]([C:34]([NH:36][CH3:37])=[O:35])[C:23]=6[CH:38]=5)[CH:17]=[CH:18][C:13]=4[N:12]=[C:11]([CH3:45])[N:6]3[C:7]=2[CH:8]=[CH:9][CH:10]=1.[BH4-].[Na+].[NH4+].[Cl-]. The catalyst is C1COCC1.CO. The product is [F:1][C:2]1[C:3]2[CH:4]=[C:5]3[C:14]4[N:15]=[C:16]([C:19]5[C:20]([N:39]([CH3:44])[S:40]([CH3:43])(=[O:42])=[O:41])=[CH:21][C:22]6[O:26][C:25]([C:27]7[CH:28]=[CH:29][C:30]([F:33])=[CH:31][CH:32]=7)=[C:24]([C:34]([NH:36][CH3:37])=[O:35])[C:23]=6[CH:38]=5)[CH:17]=[CH:18][C:13]=4[NH:12][CH:11]([CH3:45])[N:6]3[C:7]=2[CH:8]=[CH:9][CH:10]=1. The yield is 0.830. (4) The reactants are [CH2:1]([N:8]1[CH2:17][C:16]2[N:15]=[CH:14][CH:13]=[C:12]([NH2:18])[C:11]=2[CH2:10][CH2:9]1)[C:2]1[CH:7]=[CH:6][CH:5]=[CH:4][CH:3]=1.CN1CCOCC1.[C:26]12([CH2:36][C:37](Cl)=[O:38])[CH2:35][CH:30]3[CH2:31][CH:32]([CH2:34][CH:28]([CH2:29]3)[CH2:27]1)[CH2:33]2. The catalyst is O1CCOCC1. The product is [C:26]12([CH2:36][C:37]([NH:18][C:12]3[C:11]4[CH2:10][CH2:9][N:8]([CH2:1][C:2]5[CH:7]=[CH:6][CH:5]=[CH:4][CH:3]=5)[CH2:17][C:16]=4[N:15]=[CH:14][CH:13]=3)=[O:38])[CH2:33][CH:32]3[CH2:31][CH:30]([CH2:29][CH:28]([CH2:34]3)[CH2:27]1)[CH2:35]2. The yield is 0.0400. (5) The reactants are [F:1][C:2]([F:15])([F:14])[C:3]1[CH:8]=[CH:7][C:6]([C:9]2[CH2:10][NH:11][CH2:12][CH:13]=2)=[CH:5][CH:4]=1.Cl. The catalyst is CO.CCOCC. The product is [F:15][C:2]([F:1])([F:14])[C:3]1[CH:4]=[CH:5][C:6]([CH:9]2[CH2:13][CH2:12][NH:11][CH2:10]2)=[CH:7][CH:8]=1. The yield is 0.640. (6) The reactants are [CH3:1][O:2][C:3]([C:5]1[CH:6]=[C:7]([C:14]2[CH:19]=[CH:18][CH:17]=[C:16]([Cl:20])[CH:15]=2)[C:8]([NH2:13])=[C:9]([O:11]C)[CH:10]=1)=[O:4].B(Br)(Br)Br.CO. The catalyst is C(Cl)Cl. The product is [CH3:1][O:2][C:3]([C:5]1[CH:6]=[C:7]([C:14]2[CH:19]=[CH:18][CH:17]=[C:16]([Cl:20])[CH:15]=2)[C:8]([NH2:13])=[C:9]([OH:11])[CH:10]=1)=[O:4]. The yield is 1.00. (7) The reactants are [F:1][C:2]1([F:44])[O:6][C:5]2[CH:7]=[CH:8][C:9]([NH:11][C:12]3[C:17]([C:18]4[N:23]=[C:22]([CH3:24])[N:21]=[C:20]([N:25](CC5C=CC(OC)=CC=5)CC5C=CC(OC)=CC=5)[N:19]=4)=[CH:16][CH:15]=[CH:14][N:13]=3)=[CH:10][C:4]=2[O:3]1. The catalyst is C(O)(C(F)(F)F)=O. The product is [F:44][C:2]1([F:1])[O:6][C:5]2[CH:7]=[CH:8][C:9]([NH:11][C:12]3[C:17]([C:18]4[N:23]=[C:22]([CH3:24])[N:21]=[C:20]([NH2:25])[N:19]=4)=[CH:16][CH:15]=[CH:14][N:13]=3)=[CH:10][C:4]=2[O:3]1. The yield is 0.0383. (8) The reactants are [CH:1]1[C:14]2[C:5](=[N:6][C:7]3[C:12]([C:13]=2[C:15]([OH:17])=O)=[CH:11][CH:10]=[CH:9][CH:8]=3)[CH:4]=[CH:3][CH:2]=1.CC(N=C=NC(C)C)C.ON1C2C=CC=CC=2N=N1.[NH2:37][C@H:38]([CH2:42][OH:43])[C@@H:39]([CH3:41])[OH:40]. The catalyst is CN(C)C=O. The product is [OH:43][CH2:42][CH:38]([NH:37][C:15]([C:13]1[C:12]2[C:7]([N:6]=[C:5]3[C:14]=1[CH:1]=[CH:2][CH:3]=[CH:4]3)=[CH:8][CH:9]=[CH:10][CH:11]=2)=[O:17])[CH:39]([OH:40])[CH3:41]. The yield is 0.700. (9) The reactants are Br[C:2]1[CH:7]=[CH:6][C:5]([C:8]2[CH:17]=[CH:16][C:15]3[C:10](=[CH:11][CH:12]=[CH:13][CH:14]=3)[CH:9]=2)=[CH:4][CH:3]=1.[CH2:18]([Li])[CH2:19][CH2:20][CH3:21].[CH:23]1[C:36]2[C:35](=[O:37])[C:34]3[C:29](=[CH:30][CH:31]=[CH:32][CH:33]=3)[C:28](=[O:38])[C:27]=2[CH:26]=[CH:25][CH:24]=1.[Cl-].[NH4+]. The catalyst is CCCCCC.C1COCC1.C1(C)C=CC=CC=1. The product is [CH:18]1[C:7]2[C:2](=[CH:3][CH:4]=[CH:5][CH:6]=2)[CH:21]=[CH:20][C:19]=1[C:8]1[CH:17]=[CH:16][C:15]([C:35]2([OH:37])[C:34]3[CH:33]=[CH:32][CH:31]=[CH:30][C:29]=3[C:28]([C:2]3[CH:3]=[CH:4][C:5]([C:8]4[CH:9]=[CH:10][C:11]5[C:16](=[CH:15][CH:14]=[CH:13][CH:12]=5)[CH:17]=4)=[CH:6][CH:7]=3)([OH:38])[C:27]3[C:36]2=[CH:23][CH:24]=[CH:25][CH:26]=3)=[CH:10][CH:9]=1. The yield is 0.910.